This data is from Catalyst prediction with 721,799 reactions and 888 catalyst types from USPTO. The task is: Predict which catalyst facilitates the given reaction. (1) Reactant: [CH3:1][O:2][C:3]1[CH:4]=[N:5][CH:6]=[C:7]([O:25][CH3:26])[C:8]=1[CH:9]([NH:18]S(C(C)(C)C)=O)[CH2:10][CH2:11][CH2:12][CH2:13][C:14]([O:16][CH3:17])=[O:15].Cl.O1CCOCC1. Product: [NH2:18][CH:9]([C:8]1[C:3]([O:2][CH3:1])=[CH:4][N:5]=[CH:6][C:7]=1[O:25][CH3:26])[CH2:10][CH2:11][CH2:12][CH2:13][C:14]([O:16][CH3:17])=[O:15]. The catalyst class is: 5. (2) Reactant: C(OC([N:8](C(OC(C)(C)C)=O)[C:9]1[CH:14]=[C:13]([CH2:15][C@H:16]2[C:19](=[O:20])[N:18]([C:21]([NH:23][C@@H:24]([C:26]3[CH:31]=[CH:30][CH:29]=[CH:28][CH:27]=3)[CH3:25])=[O:22])[C@@H:17]2[C:32]([NH:34][S:35]([CH3:38])(=[O:37])=[O:36])=[O:33])[CH:12]=[CH:11][N:10]=1)=O)(C)(C)C.C(O)(C(F)(F)F)=O. Product: [NH2:8][C:9]1[CH:14]=[C:13]([CH2:15][C@H:16]2[C:19](=[O:20])[N:18]([C:21]([NH:23][C@@H:24]([C:26]3[CH:31]=[CH:30][CH:29]=[CH:28][CH:27]=3)[CH3:25])=[O:22])[C@@H:17]2[C:32]([NH:34][S:35]([CH3:38])(=[O:37])=[O:36])=[O:33])[CH:12]=[CH:11][N:10]=1. The catalyst class is: 4. (3) Reactant: [CH2:1]([O:3][C:4]([C:6]1([C:13](=[O:15])[CH3:14])[CH2:11][CH2:10][C:9](=O)[CH2:8][CH2:7]1)=[O:5])[CH3:2].[CH2:16]([NH2:23])[C:17]1[CH:22]=[CH:21][CH:20]=[CH:19][CH:18]=1.O.C1(C)C=CC(S(O)(=O)=O)=CC=1.Cl.[OH-].[Na+]. Product: [CH2:1]([O:3][C:4]([C:6]12[CH2:11][CH2:10][C:9]([NH:23][CH2:16][C:17]3[CH:22]=[CH:21][CH:20]=[CH:19][CH:18]=3)([CH2:8][CH2:7]1)[CH2:14][C:13]2=[O:15])=[O:5])[CH3:2]. The catalyst class is: 11. (4) Reactant: [C:1]1([C:7]2[CH:8]=[N:9][N:10]([CH2:12][CH2:13][C@@:14]([CH3:22])([S:18]([CH3:21])(=[O:20])=[O:19])[C:15]([OH:17])=O)[CH:11]=2)[CH2:6][CH2:5][CH2:4][CH2:3][CH:2]=1.CCN(C(C)C)C(C)C.O.ON1C2C=CC=CC=2N=N1.[O:43]1[CH2:48][CH2:47][CH2:46][CH2:45][CH:44]1[O:49][NH2:50].Cl.CN(CCCN=C=NCC)C. Product: [C:1]1([C:7]2[CH:8]=[N:9][N:10]([CH2:12][CH2:13][C@@:14]([CH3:22])([S:18]([CH3:21])(=[O:20])=[O:19])[C:15]([NH:50][O:49][CH:44]3[CH2:45][CH2:46][CH2:47][CH2:48][O:43]3)=[O:17])[CH:11]=2)[CH2:6][CH2:5][CH2:4][CH2:3][CH:2]=1. The catalyst class is: 4.